Task: Predict which catalyst facilitates the given reaction.. Dataset: Catalyst prediction with 721,799 reactions and 888 catalyst types from USPTO (1) Reactant: [CH3:1][C:2]1[CH:28]=[CH:27][C:5]2[S:6][C:7]([C:9]3[C:13]([C:14]([O:16]CC)=[O:15])=[CH:12][N:11]([CH2:19][O:20][CH2:21][CH2:22][Si:23]([CH3:26])([CH3:25])[CH3:24])[N:10]=3)=[CH:8][C:4]=2[CH:3]=1.[OH-].[Na+]. Product: [CH3:1][C:2]1[CH:28]=[CH:27][C:5]2[S:6][C:7]([C:9]3[C:13]([C:14]([OH:16])=[O:15])=[CH:12][N:11]([CH2:19][O:20][CH2:21][CH2:22][Si:23]([CH3:25])([CH3:24])[CH3:26])[N:10]=3)=[CH:8][C:4]=2[CH:3]=1. The catalyst class is: 12. (2) Reactant: [CH3:1][C:2]1[O:6][C:5]([C:7]2[CH:12]=[CH:11][CH:10]=[CH:9][CH:8]=2)=[N:4][C:3]=1[CH2:13][O:14][C:15]1[CH:20]=[CH:19][C:18]([CH2:21]O)=[CH:17][CH:16]=1.C(Br)(Br)(Br)[Br:24].C1(P(C2C=CC=CC=2)C2C=CC=CC=2)C=CC=CC=1. Product: [Br:24][CH2:21][C:18]1[CH:19]=[CH:20][C:15]([O:14][CH2:13][C:3]2[N:4]=[C:5]([C:7]3[CH:12]=[CH:11][CH:10]=[CH:9][CH:8]=3)[O:6][C:2]=2[CH3:1])=[CH:16][CH:17]=1. The catalyst class is: 2. (3) The catalyst class is: 743. Product: [CH2:1]([C:3]1[CH:4]=[C:5]([C:6]2([C:8]3[CH:13]=[CH:12][CH:11]=[CH:10][CH:9]=3)[O:23][CH2:22][CH2:21][CH2:20][O:7]2)[CH:14]=[CH:15][C:16]=1[N+:17]([O-:19])=[O:18])[CH3:2]. Reactant: [CH2:1]([C:3]1[CH:4]=[C:5]([CH:14]=[CH:15][C:16]=1[N+:17]([O-:19])=[O:18])[C:6]([C:8]1[CH:13]=[CH:12][CH:11]=[CH:10][CH:9]=1)=[O:7])[CH3:2].[CH2:20](O)[CH2:21][CH2:22][OH:23]. (4) Reactant: [NH2:1][C:2]1[N:7]=[C:6](Cl)[CH:5]=[C:4]([Cl:9])[N:3]=1.[CH3:10][N:11]1[CH2:16][CH2:15][N:14]([CH2:17][C:18]2[CH:23]=[CH:22][C:21]([NH:24][C:25]([C:27]3[C:31]4[CH:32]=[CH:33][C:34]([OH:36])=[CH:35][C:30]=4[S:29][N:28]=3)=[O:26])=[CH:20][C:19]=2[C:37]([F:40])([F:39])[F:38])[CH2:13][CH2:12]1.[O-]P([O-])([O-])=O.[K+].[K+].[K+]. Product: [CH3:10][N:11]1[CH2:16][CH2:15][N:14]([CH2:17][C:18]2[CH:23]=[CH:22][C:21]([NH:24][C:25]([C:27]3[C:31]4[CH:32]=[CH:33][C:34]([O:36][C:6]5[CH:5]=[C:4]([Cl:9])[N:3]=[C:2]([NH2:1])[N:7]=5)=[CH:35][C:30]=4[S:29][N:28]=3)=[O:26])=[CH:20][C:19]=2[C:37]([F:40])([F:38])[F:39])[CH2:13][CH2:12]1. The catalyst class is: 37.